From a dataset of Full USPTO retrosynthesis dataset with 1.9M reactions from patents (1976-2016). Predict the reactants needed to synthesize the given product. The reactants are: [NH2:1][CH2:2][C@H:3]1[C@H:9]([C:10]2[CH:15]=[CH:14][C:13]([Cl:16])=[C:12]([F:17])[CH:11]=2)[O:8][CH2:7][CH2:6][N:5](C(OC(C)(C)C)=O)[CH2:4]1.[N:25]1[CH:30]=[CH:29][CH:28]=[CH:27][C:26]=1[CH2:31][CH2:32][C:33](O)=[O:34]. Given the product [ClH:16].[Cl:16][C:13]1[CH:14]=[CH:15][C:10]([C@@H:9]2[O:8][CH2:7][CH2:6][NH:5][CH2:4][C@H:3]2[CH2:2][NH:1][C:33](=[O:34])[CH2:32][CH2:31][C:26]2[CH:27]=[CH:28][CH:29]=[CH:30][N:25]=2)=[CH:11][C:12]=1[F:17], predict the reactants needed to synthesize it.